This data is from Full USPTO retrosynthesis dataset with 1.9M reactions from patents (1976-2016). The task is: Predict the reactants needed to synthesize the given product. (1) Given the product [ClH:1].[CH2:25]([O:27][C:28]1[CH:33]=[CH:32][C:31]([C:2]2[CH:7]=[CH:6][N:5]=[C:4]3[NH:8][C:9]([C:11]4[CH:16]=[CH:15][C:14]([CH2:17][N:18]5[CH2:23][CH2:22][N:21]([CH3:24])[CH2:20][CH2:19]5)=[CH:13][CH:12]=4)=[N:10][C:3]=23)=[CH:30][CH:29]=1)[CH3:26], predict the reactants needed to synthesize it. The reactants are: [Cl:1][C:2]1[CH:7]=[CH:6][N:5]=[C:4]2[NH:8][C:9]([C:11]3[CH:16]=[CH:15][C:14]([CH2:17][N:18]4[CH2:23][CH2:22][N:21]([CH3:24])[CH2:20][CH2:19]4)=[CH:13][CH:12]=3)=[N:10][C:3]=12.[CH2:25]([O:27][C:28]1[CH:33]=[CH:32][C:31](B(O)O)=[CH:30][CH:29]=1)[CH3:26].C(=O)([O-])[O-].[Na+].[Na+]. (2) Given the product [N:1]1[CH:6]=[CH:5][CH:4]=[CH:3][C:2]=1/[CH:7]=[CH:8]/[C:9]1[C:17]2[C:12](=[CH:13][C:14]([NH:18][C:19]3[CH:27]=[CH:26][CH:25]=[CH:24][C:20]=3[C:21]([NH:37][NH:36][C:34]([C:30]3[N:29]([CH3:28])[CH:33]=[CH:32][CH:31]=3)=[O:35])=[O:23])=[CH:15][CH:16]=2)[NH:11][N:10]=1, predict the reactants needed to synthesize it. The reactants are: [N:1]1[CH:6]=[CH:5][CH:4]=[CH:3][C:2]=1[CH:7]=[CH:8][C:9]1[C:17]2[C:12](=[CH:13][C:14]([NH:18][C:19]3[CH:27]=[CH:26][CH:25]=[CH:24][C:20]=3[C:21]([OH:23])=O)=[CH:15][CH:16]=2)[NH:11][N:10]=1.[CH3:28][N:29]1[CH:33]=[CH:32][CH:31]=[C:30]1[C:34]([NH:36][NH2:37])=[O:35].C(N(CC)CC)C.CN(C(ON1N=NC2C=CC=NC1=2)=[N+](C)C)C.F[P-](F)(F)(F)(F)F.